This data is from Forward reaction prediction with 1.9M reactions from USPTO patents (1976-2016). The task is: Predict the product of the given reaction. (1) Given the reactants C[O:2][C:3]1[CH:11]=[C:10]([O:12]C)[CH:9]=[CH:8][C:4]=1[C:5]([NH2:7])=[O:6].COC1C=C(OC)C=CC=1C(Cl)=O.F[C:28]1[CH:33]=[C:32]([F:34])[CH:31]=[CH:30][C:29]=1[C:35]1[CH:40]=[CH:39][CH:38]=[CH:37][C:36]=1[CH:41](N)[CH3:42].C(N(CC)CC)C, predict the reaction product. The product is: [F:34][C:32]1[CH:33]=[CH:28][C:29]2[C:35]3[C:36]([CH:41]([CH3:42])[N:7]([C:5]([C:4]4[CH:8]=[CH:9][C:10]([OH:12])=[CH:11][C:3]=4[OH:2])=[O:6])[C:30]=2[CH:31]=1)=[CH:37][CH:38]=[CH:39][CH:40]=3. (2) Given the reactants C[O:2][C:3]1[CH:8]=[C:7]([O:9]C)[CH:6]=[CH:5][C:4]=1[C:11]1[CH:16]=[CH:15][CH:14]=[C:13]([CH2:17][C:18]([NH:20][C:21]2[CH:26]=[CH:25][CH:24]=[CH:23][C:22]=2[C:27]2[S:31][C:30]([CH2:32][C:33]([OH:35])=[O:34])=[CH:29][CH:28]=2)=[O:19])[CH:12]=1.B(Br)(Br)Br, predict the reaction product. The product is: [OH:2][C:3]1[CH:8]=[C:7]([OH:9])[CH:6]=[CH:5][C:4]=1[C:11]1[CH:16]=[CH:15][CH:14]=[C:13]([CH2:17][C:18]([NH:20][C:21]2[CH:26]=[CH:25][CH:24]=[CH:23][C:22]=2[C:27]2[S:31][C:30]([CH2:32][C:33]([OH:35])=[O:34])=[CH:29][CH:28]=2)=[O:19])[CH:12]=1. (3) Given the reactants [C:1]([O:5][C:6]([CH3:9])([CH3:8])[CH3:7])(=[O:4])[NH:2][NH2:3].[Cl:10][CH2:11][CH:12]1[C:20]2[C:19]3[CH:21]=[CH:22][C:23]([S:25](Cl)(=[O:27])=[O:26])=[CH:24][C:18]=3[C:17]([N+:29]([O-:31])=[O:30])=[CH:16][C:15]=2[N:14](C(=O)C(F)(F)F)[CH2:13]1.C([O-])([O-])=O.[Cs+].[Cs+].CO, predict the reaction product. The product is: [Cl:10][CH2:11][CH:12]1[C:20]2[C:19]3[CH:21]=[CH:22][C:23]([S:25]([NH:3][NH:2][C:1]([O:5][C:6]([CH3:9])([CH3:8])[CH3:7])=[O:4])(=[O:26])=[O:27])=[CH:24][C:18]=3[C:17]([N+:29]([O-:31])=[O:30])=[CH:16][C:15]=2[NH:14][CH2:13]1. (4) Given the reactants [CH3:1][C:2]1[CH:6]=[C:5]([CH2:7][NH:8][C:9]2[N:14]=[C:13]([NH:15][C:16]3[NH:20][N:19]=[C:18]([O:21][CH2:22][C:23]4[CH:24]=[C:25]([CH:29]=[CH:30][CH:31]=4)[C:26](O)=[O:27])[CH:17]=3)[CH:12]=[CH:11][N:10]=2)[O:4][N:3]=1.CN(C(ON1N=NC2C=CC=NC1=2)=[N+](C)C)C.F[P-](F)(F)(F)(F)F.[NH:56]1[CH2:61][CH2:60][O:59][CH2:58][CH2:57]1, predict the reaction product. The product is: [CH3:1][C:2]1[CH:6]=[C:5]([CH2:7][NH:8][C:9]2[N:14]=[C:13]([NH:15][C:16]3[NH:20][N:19]=[C:18]([O:21][CH2:22][C:23]4[CH:24]=[C:25]([C:26]([N:56]5[CH2:61][CH2:60][O:59][CH2:58][CH2:57]5)=[O:27])[CH:29]=[CH:30][CH:31]=4)[CH:17]=3)[CH:12]=[CH:11][N:10]=2)[O:4][N:3]=1.